Dataset: Full USPTO retrosynthesis dataset with 1.9M reactions from patents (1976-2016). Task: Predict the reactants needed to synthesize the given product. (1) Given the product [C:23]([N:26]1[C:35]2[C:30](=[CH:31][C:32]([Br:36])=[CH:33][CH:34]=2)[N:29]([C:37]([O:7][CH:4]2[CH2:5][CH2:6][O:1][CH2:2][CH2:3]2)=[O:38])[CH2:28][C@@H:27]1[CH3:46])(=[O:25])[CH3:24], predict the reactants needed to synthesize it. The reactants are: [O:1]1[CH2:6][CH2:5][CH:4]([OH:7])[CH2:3][CH2:2]1.BrC1C=C2C(=CC=1)N(C(=O)C)[C@@H](C)CN2.[C:23]([N:26]1[C:35]2[C:30](=[CH:31][C:32]([Br:36])=[CH:33][CH:34]=2)[N:29]([C:37](OC2CC(F)(F)C2)=[O:38])[CH2:28][C@@H:27]1[CH3:46])(=[O:25])[CH3:24]. (2) The reactants are: S(Cl)(Cl)=O.[Cl:5][C:6]1[CH:7]=[C:8]([C:16]([OH:18])=[O:17])[C:9]2[N:10]([C:12]([CH3:15])=[N:13][N:14]=2)[N:11]=1.[CH3:19]O. Given the product [Cl:5][C:6]1[CH:7]=[C:8]([C:16]([O:18][CH3:19])=[O:17])[C:9]2[N:10]([C:12]([CH3:15])=[N:13][N:14]=2)[N:11]=1, predict the reactants needed to synthesize it. (3) Given the product [O:12]1[CH2:13][CH2:14][CH:9]([NH:8][C:4]2[CH:5]=[CH:6][CH:7]=[C:2]([B:15]3[O:19][C:18]([CH3:21])([CH3:20])[C:17]([CH3:23])([CH3:22])[O:16]3)[CH:3]=2)[CH2:10][CH2:11]1, predict the reactants needed to synthesize it. The reactants are: Br[C:2]1[CH:3]=[C:4]([NH:8][CH:9]2[CH2:14][CH2:13][O:12][CH2:11][CH2:10]2)[CH:5]=[CH:6][CH:7]=1.[B:15]1([B:15]2[O:19][C:18]([CH3:21])([CH3:20])[C:17]([CH3:23])([CH3:22])[O:16]2)[O:19][C:18]([CH3:21])([CH3:20])[C:17]([CH3:23])([CH3:22])[O:16]1.C([O-])(=O)C.[K+]. (4) Given the product [Cl:36][C:32]1[CH:31]=[C:30]([C:22]2[CH:23]=[C:24]([C:26]([F:28])([F:29])[F:27])[N:25]=[C:20]([N:18]3[CH:19]=[C:15]([C:11]4[CH:10]=[C:9]([S:6]([NH2:5])(=[O:8])=[O:7])[CH:14]=[CH:13][CH:12]=4)[N:16]=[CH:17]3)[N:21]=2)[CH:35]=[CH:34][CH:33]=1, predict the reactants needed to synthesize it. The reactants are: C([NH:5][S:6]([C:9]1[CH:14]=[CH:13][CH:12]=[C:11]([C:15]2[N:16]=[CH:17][N:18]([C:20]3[N:25]=[C:24]([C:26]([F:29])([F:28])[F:27])[CH:23]=[C:22]([C:30]4[CH:35]=[CH:34][CH:33]=[C:32]([Cl:36])[CH:31]=4)[N:21]=3)[CH:19]=2)[CH:10]=1)(=[O:8])=[O:7])(C)(C)C.C(O)(C(F)(F)F)=O. (5) Given the product [C:33]([O:32][C:31](=[O:37])[NH:30][C@@H:25]1[C@H:24]([NH:23][C:2]2[N:3]=[CH:4][C:5]3[S:10][CH:9]=[C:8]([C:11](=[O:12])[NH:13][C:14]4[S:15][C:16]5[C:17]([N:22]=4)=[N:18][CH:19]=[CH:20][CH:21]=5)[C:6]=3[N:7]=2)[CH2:29][CH2:28][O:27][CH2:26]1)([CH3:36])([CH3:34])[CH3:35], predict the reactants needed to synthesize it. The reactants are: Cl[C:2]1[N:3]=[CH:4][C:5]2[S:10][CH:9]=[C:8]([C:11]([NH:13][C:14]3[S:15][C:16]4[C:17]([N:22]=3)=[N:18][CH:19]=[CH:20][CH:21]=4)=[O:12])[C:6]=2[N:7]=1.[NH2:23][C@@H:24]1[CH2:29][CH2:28][O:27][CH2:26][C@@H:25]1[NH:30][C:31](=[O:37])[O:32][C:33]([CH3:36])([CH3:35])[CH3:34].C(N(C(C)C)CC)(C)C. (6) Given the product [NH2:7][CH:8]1[CH2:13][CH2:12][N:11]([CH2:14][CH2:15][N:16]2[C:21]3[CH:22]=[CH:23][CH:24]=[CH:25][C:20]=3[O:19][CH2:18][C:17]2=[O:26])[CH2:10][CH2:9]1, predict the reactants needed to synthesize it. The reactants are: C(OC(=O)[NH:7][CH:8]1[CH2:13][CH2:12][N:11]([CH2:14][CH2:15][N:16]2[C:21]3[CH:22]=[CH:23][CH:24]=[CH:25][C:20]=3[O:19][CH2:18][C:17]2=[O:26])[CH2:10][CH2:9]1)(C)(C)C.NC1CCN(CCN2C3C(=CC=C(C#N)C=3)C=CC2=O)CC1. (7) Given the product [C:1]([C:3]1[CH:4]=[C:5]2[C:10](=[CH:11][CH:12]=1)[N:9]=[C:8]([NH:13][C:14]1[CH:19]=[C:18]([CH:17]=[C:16]([C:27]3[CH:28]=[N:29][N:30]([CH3:32])[CH:31]=3)[CH:15]=1)[CH2:20][N+:21]1([O-:38])[CH2:22][CH2:23][O:24][CH2:25][CH2:26]1)[N:7]=[CH:6]2)#[CH:2], predict the reactants needed to synthesize it. The reactants are: [C:1]([C:3]1[CH:4]=[C:5]2[C:10](=[CH:11][CH:12]=1)[N:9]=[C:8]([NH:13][C:14]1[CH:19]=[C:18]([CH2:20][N:21]3[CH2:26][CH2:25][O:24][CH2:23][CH2:22]3)[CH:17]=[C:16]([C:27]3[CH:28]=[N:29][N:30]([CH3:32])[CH:31]=3)[CH:15]=1)[N:7]=[CH:6]2)#[CH:2].ClC1C=C(C=CC=1)C(OO)=[O:38].C(=O)([O-])[O-].[Na+].[Na+]. (8) Given the product [CH3:1][O:2][C:3]([C:4]1[CH:5]=[C:6]([C:7]2[CH:11]=[CH:10][S:9][CH:8]=2)[O:12][N:16]=1)=[O:14], predict the reactants needed to synthesize it. The reactants are: [CH3:1][O:2][C:3](=[O:14])[C:4](=O)[CH2:5][C:6](=[O:12])[C:7]1[CH:11]=[CH:10][S:9][CH:8]=1.Cl.[NH2:16]O. (9) The reactants are: [Cl:1][C:2]1[CH:7]=[C:6](NC2N=CN=C(NC(C3CC3)=O)C=2)[C:5](=[O:21])[N:4]2[C:22]([C:27]3[CH:32]=[CH:31][CH:30]=[C:29]([F:33])[CH:28]=3)(C)[NH:23][C:24](=[O:25])[C:3]=12.[Br:34]C1C=C(F)C(C(OCC)=O)=NC=1. Given the product [Br:34][C:6]1[C:5](=[O:21])[N:4]2[CH:22]([C:27]3[CH:32]=[CH:31][CH:30]=[C:29]([F:33])[CH:28]=3)[NH:23][C:24](=[O:25])[C:3]2=[C:2]([Cl:1])[CH:7]=1, predict the reactants needed to synthesize it.